Dataset: Forward reaction prediction with 1.9M reactions from USPTO patents (1976-2016). Task: Predict the product of the given reaction. (1) Given the reactants [F:1][C:2]([F:23])([F:22])[C:3]1[CH:4]=[C:5]([C:9]2[N:10]=[CH:11][N:12]([CH2:14][O:15][CH2:16][CH2:17][Si:18]([CH3:21])([CH3:20])[CH3:19])[CH:13]=2)[CH:6]=[CH:7][CH:8]=1.C([Li])CCC.O1CCCC1.[C:34]([O:38][C:39]([N:41]1[CH2:46][CH2:45][C:44](=[O:47])[CH2:43][CH2:42]1)=[O:40])([CH3:37])([CH3:36])[CH3:35], predict the reaction product. The product is: [C:34]([O:38][C:39]([N:41]1[CH2:46][CH2:45][C:44]([OH:47])([C:11]2[N:12]([CH2:14][O:15][CH2:16][CH2:17][Si:18]([CH3:19])([CH3:20])[CH3:21])[CH:13]=[C:9]([C:5]3[CH:6]=[CH:7][CH:8]=[C:3]([C:2]([F:22])([F:1])[F:23])[CH:4]=3)[N:10]=2)[CH2:43][CH2:42]1)=[O:40])([CH3:37])([CH3:35])[CH3:36]. (2) Given the reactants [C:1]([O:5][C:6]([NH:8][C@@H:9]1[CH2:11][C@H:10]1[C:12]1[CH:20]=[CH:19][C:15]([C:16]([OH:18])=O)=[CH:14][CH:13]=1)=[O:7])([CH3:4])([CH3:3])[CH3:2].[NH:21]1[CH2:26][CH2:25][CH2:24][CH2:23][CH2:22]1.ON1C2C=CC=CC=2N=N1.Cl.C(N=C=NCCCN(C)C)C.Cl, predict the reaction product. The product is: [N:21]1([C:16]([C:15]2[CH:14]=[CH:13][C:12]([C@@H:10]3[CH2:11][C@H:9]3[NH:8][C:6](=[O:7])[O:5][C:1]([CH3:2])([CH3:3])[CH3:4])=[CH:20][CH:19]=2)=[O:18])[CH2:26][CH2:25][CH2:24][CH2:23][CH2:22]1. (3) Given the reactants Cl[C:2]1[CH:3]=[C:4]2[C:12](=[O:13])[C:11]3[CH:14]=[C:15]([CH2:18][S:19]([N:22]([CH3:29])[C:23]4[CH:28]=[CH:27][CH:26]=[CH:25][CH:24]=4)(=[O:21])=[O:20])[CH:16]=[CH:17][C:10]=3[CH:9]=[CH:8][C:5]2=[N:6][CH:7]=1.[CH3:30][N:31]1[CH:35]=[C:34](B2OC(C)(C)C(C)(C)O2)[CH:33]=[N:32]1.[F-].[K+].F[B-](F)(F)F.C([PH+](C(C)(C)C)C(C)(C)C)(C)(C)C, predict the reaction product. The product is: [CH3:29][N:22]([C:23]1[CH:28]=[CH:27][CH:26]=[CH:25][CH:24]=1)[S:19]([CH2:18][C:15]1[CH:16]=[CH:17][C:10]2[CH:9]=[CH:8][C:5]3=[N:6][CH:7]=[C:2]([C:34]4[CH:33]=[N:32][N:31]([CH3:30])[CH:35]=4)[CH:3]=[C:4]3[C:12](=[O:13])[C:11]=2[CH:14]=1)(=[O:21])=[O:20]. (4) Given the reactants [Br:1][C:2]1[S:6][C:5]([S:7](Cl)(=[O:9])=[O:8])=[CH:4][CH:3]=1.O.[NH3:12], predict the reaction product. The product is: [Br:1][C:2]1[S:6][C:5]([S:7]([NH2:12])(=[O:9])=[O:8])=[CH:4][CH:3]=1. (5) The product is: [C:1]([C:3]1[CH:4]=[CH:5][C:6]([C:17]([C:19]2[CH:24]=[CH:23][C:22]([F:25])=[CH:21][CH:20]=2)=[O:18])=[C:7]([CH:16]=1)[CH2:8][O:9][C:10](=[O:15])[C:11]([CH3:14])([CH3:13])[CH3:12])#[N:2]. Given the reactants [C:1]([C:3]1[CH:4]=[CH:5][C:6]([CH:17]([C:19]2[CH:24]=[CH:23][C:22]([F:25])=[CH:21][CH:20]=2)[OH:18])=[C:7]([CH:16]=1)[CH2:8][O:9][C:10](=[O:15])[C:11]([CH3:14])([CH3:13])[CH3:12])#[N:2].OO.Cl, predict the reaction product. (6) Given the reactants Br[C:2]1[CH:7]=[CH:6][C:5]([CH:8]([C:21]2[CH:26]=[CH:25][C:24]([F:27])=[CH:23][C:22]=2[CH3:28])[CH2:9]/[C:10](/[C:13]2[CH:14]=[CH:15][C:16](=[O:20])[N:17]([CH3:19])[CH:18]=2)=[N:11]\[OH:12])=[CH:4][CH:3]=1.[C:29]([C:32]1[CH:37]=[CH:36][C:35](B(O)O)=[CH:34][CH:33]=1)([OH:31])=[O:30].O.C(=O)([O-])[O-].[Na+].[Na+], predict the reaction product. The product is: [F:27][C:24]1[CH:25]=[CH:26][C:21]([CH:8]([C:5]2[CH:4]=[CH:3][C:2]([C:35]3[CH:36]=[CH:37][C:32]([C:29]([OH:31])=[O:30])=[CH:33][CH:34]=3)=[CH:7][CH:6]=2)[CH2:9]/[C:10](=[N:11]\[OH:12])/[C:13]2[CH:14]=[CH:15][C:16](=[O:20])[N:17]([CH3:19])[CH:18]=2)=[C:22]([CH3:28])[CH:23]=1. (7) Given the reactants [C:1]([NH:5][S:6]([C:9]1[CH:14]=[CH:13][C:12]([O:15][C:16]([F:19])([F:18])[F:17])=[CH:11][CH:10]=1)(=[O:8])=[O:7])([CH3:4])([CH3:3])[CH3:2].C(=O)=O.C([Li])CCC.[B:28](OC(C)C)([O:33]C(C)C)[O:29]C(C)C.Cl, predict the reaction product. The product is: [C:1]([NH:5][S:6]([C:9]1[CH:14]=[CH:13][C:12]([O:15][C:16]([F:19])([F:17])[F:18])=[CH:11][C:10]=1[B:28]([OH:33])[OH:29])(=[O:7])=[O:8])([CH3:4])([CH3:2])[CH3:3]. (8) Given the reactants Br[C:2]1[CH:3]=[C:4]([CH:26]=[C:27]([F:29])[CH:28]=1)[CH2:5][N:6]1[C:10](=[O:11])[N:9]([CH2:12][C@H:13]([OH:18])[C:14]([F:17])([F:16])[F:15])[C:8]([C:19]2[CH:24]=[CH:23][C:22]([Cl:25])=[CH:21][CH:20]=2)=[N:7]1.[F:30][C:31]([F:42])([F:41])[C:32]1[CH:37]=[CH:36][CH:35]=[CH:34][C:33]=1B(O)O, predict the reaction product. The product is: [Cl:25][C:22]1[CH:23]=[CH:24][C:19]([C:8]2[N:9]([CH2:12][C@H:13]([OH:18])[C:14]([F:17])([F:16])[F:15])[C:10](=[O:11])[N:6]([CH2:5][C:4]3[CH:3]=[C:2]([C:33]4[CH:34]=[CH:35][CH:36]=[CH:37][C:32]=4[C:31]([F:42])([F:41])[F:30])[CH:28]=[C:27]([F:29])[CH:26]=3)[N:7]=2)=[CH:20][CH:21]=1. (9) Given the reactants [Br:1][C@H:2]1[CH2:6][N:5](C(OC(C)(C)C)=O)[C@@H:4]2[C@@H:14]([OH:17])[CH2:15][O:16][C@H:3]12.[ClH:18].O1CCOCC1, predict the reaction product. The product is: [ClH:18].[Br:1][C@H:2]1[CH2:6][NH:5][C@@H:4]2[C@@H:14]([OH:17])[CH2:15][O:16][C@H:3]12. (10) Given the reactants [N:1]1[C:10]2[C:5](=[CH:6][CH:7]=[CH:8][CH:9]=2)[C:4]([CH:11]=O)=[CH:3][CH:2]=1.Cl.[NH2:14][OH:15].O.N1C=CC=CC=1, predict the reaction product. The product is: [N:1]1[C:10]2[C:5](=[CH:6][CH:7]=[CH:8][CH:9]=2)[C:4]([CH:11]=[N:14][OH:15])=[CH:3][CH:2]=1.